Dataset: Full USPTO retrosynthesis dataset with 1.9M reactions from patents (1976-2016). Task: Predict the reactants needed to synthesize the given product. (1) Given the product [Cl:13][C:12]1[C:3]2[CH2:2][N:31]([CH:29]([C:19]3[CH:20]=[N:21][C:22]([O:23][CH2:24][C:25]([F:28])([F:26])[F:27])=[C:17]([O:16][CH3:15])[CH:18]=3)[CH3:30])[C:5](=[O:7])[C:4]=2[CH:9]=[CH:10][N:11]=1, predict the reactants needed to synthesize it. The reactants are: Br[CH2:2][C:3]1[C:12]([Cl:13])=[N:11][CH:10]=[CH:9][C:4]=1[C:5]([O:7]C)=O.Cl.[CH3:15][O:16][C:17]1[CH:18]=[C:19]([CH:29]([NH2:31])[CH3:30])[CH:20]=[N:21][C:22]=1[O:23][CH2:24][C:25]([F:28])([F:27])[F:26]. (2) Given the product [Cl:6][C:7]1[CH:8]=[CH:9][C:10]([C:13]2[NH:14][C:15]3[C:20]([C:21]=2[CH:27]=[O:28])=[CH:19][CH:18]=[CH:17][CH:16]=3)=[CH:11][CH:12]=1, predict the reactants needed to synthesize it. The reactants are: O=P(Cl)(Cl)Cl.[Cl:6][C:7]1[CH:12]=[CH:11][C:10]([C:13]2[NH:14][C:15]3[C:20]([CH:21]=2)=[CH:19][CH:18]=[CH:17][CH:16]=3)=[CH:9][CH:8]=1.[OH-].[Na+].CN([CH:27]=[O:28])C. (3) Given the product [F:18][P-:19]([F:24])([F:23])([F:22])([F:21])[F:20].[CH2:2]([N:9]1[C:13]([CH3:14])=[C:12]([CH3:15])[N+:11]([O:16][CH3:17])=[CH:10]1)[C:3]1[CH:4]=[CH:5][CH:6]=[CH:7][CH:8]=1, predict the reactants needed to synthesize it. The reactants are: [I-].[CH2:2]([N:9]1[C:13]([CH3:14])=[C:12]([CH3:15])[N+:11]([O:16][CH3:17])=[CH:10]1)[C:3]1[CH:8]=[CH:7][CH:6]=[CH:5][CH:4]=1.[F:18][P-:19]([F:24])([F:23])([F:22])([F:21])[F:20].[NH4+]. (4) Given the product [CH3:26][O:27][C:28]1[CH:33]=[CH:32][C:31]([C:2]2[C:10]3[C:5](=[CH:6][C:7]([C:11]4[CH:16]=[CH:15][CH:14]=[C:13]([N+:17]([O-:19])=[O:18])[CH:12]=4)=[CH:8][CH:9]=3)[N:4]([C:20]3[CH:25]=[CH:24][N:23]=[CH:22][CH:21]=3)[CH:3]=2)=[CH:30][CH:29]=1, predict the reactants needed to synthesize it. The reactants are: Br[C:2]1[C:10]2[C:5](=[CH:6][C:7]([C:11]3[CH:16]=[CH:15][CH:14]=[C:13]([N+:17]([O-:19])=[O:18])[CH:12]=3)=[CH:8][CH:9]=2)[N:4]([C:20]2[CH:25]=[CH:24][N:23]=[CH:22][CH:21]=2)[CH:3]=1.[CH3:26][O:27][C:28]1[CH:33]=[CH:32][C:31](B(O)O)=[CH:30][CH:29]=1. (5) Given the product [O:14]=[C:13]([CH2:12][CH2:11][CH2:10][CH2:9][CH2:8][S:5]([O:4][CH2:3][C:2]([OH:1])([CH3:64])[C:16](=[O:63])[C@H:17]([CH2:18][CH:19]([CH3:20])[CH3:21])[NH:22][C:23](=[O:62])[C@H:24]([CH2:25][C:26]1[CH:27]=[CH:28][CH:29]=[CH:30][CH:31]=1)[NH:32][C:33](=[O:61])[C@H:34]([CH2:35][CH:36]([CH3:37])[CH3:38])[NH:39][C:40](=[O:60])[C@H:41]([CH2:42][CH2:43][C:44]1[CH:49]=[CH:48][CH:47]=[CH:46][CH:45]=1)[NH:50][C:51](=[O:59])[CH2:52][N:53]1[CH2:54][CH2:55][O:56][CH2:57][CH2:58]1)(=[O:7])=[O:6])[NH:90][CH2:89][CH2:88][O:87][CH2:86][CH2:85][O:84][CH2:83][CH2:82][O:81][CH2:80][CH2:79][O:78][CH2:77][CH2:76][O:75][CH2:74][CH2:73][O:72][CH2:71][CH2:70][O:69][CH2:68][CH2:67][O:66][CH3:65], predict the reactants needed to synthesize it. The reactants are: [OH:1][C@@:2]([CH3:64])([C:16](=[O:63])[C@@H:17]([NH:22][C:23](=[O:62])[C@@H:24]([NH:32][C:33](=[O:61])[C@@H:34]([NH:39][C:40](=[O:60])[C@@H:41]([NH:50][C:51](=[O:59])[CH2:52][N:53]1[CH2:58][CH2:57][O:56][CH2:55][CH2:54]1)[CH2:42][CH2:43][C:44]1[CH:49]=[CH:48][CH:47]=[CH:46][CH:45]=1)[CH2:35][CH:36]([CH3:38])[CH3:37])[CH2:25][C:26]1[CH:31]=[CH:30][CH:29]=[CH:28][CH:27]=1)[CH2:18][CH:19]([CH3:21])[CH3:20])[CH2:3][O:4][S:5]([CH2:8][CH2:9][CH2:10][CH2:11][CH2:12][C:13](O)=[O:14])(=[O:7])=[O:6].[CH3:65][O:66][CH2:67][CH2:68][O:69][CH2:70][CH2:71][O:72][CH2:73][CH2:74][O:75][CH2:76][CH2:77][O:78][CH2:79][CH2:80][O:81][CH2:82][CH2:83][O:84][CH2:85][CH2:86][O:87][CH2:88][CH2:89][NH2:90]. (6) The reactants are: [H-].[Na+].[CH3:3][C:4]1[CH:5]=[C:6]([CH2:13][C:14]#[N:15])[CH:7]=[CH:8][C:9]=1[N+:10]([O-:12])=[O:11].CS([C:20]1[N:25]=[C:24]([C:26]([F:29])([F:28])[F:27])[CH:23]=[C:22]([C:30]([F:33])([F:32])[F:31])[N:21]=1)(=O)=O.Cl. Given the product [F:31][C:30]([F:33])([F:32])[C:22]1[CH:23]=[C:24]([C:26]([F:29])([F:28])[F:27])[N:25]=[C:20]([CH:13]([C:6]2[CH:7]=[CH:8][C:9]([N+:10]([O-:12])=[O:11])=[C:4]([CH3:3])[CH:5]=2)[C:14]#[N:15])[N:21]=1, predict the reactants needed to synthesize it. (7) Given the product [ClH:48].[Cl-:48].[NH2:15][CH:16]1[CH2:21][CH2:20][CH2:19][N+:18]([CH2:35][CH2:36][CH2:37][C:38]2[CH:39]=[CH:40][C:41]([C:44]([O:46][CH3:47])=[O:45])=[CH:42][CH:43]=2)([CH2:22][CH2:23][CH2:24][C:25]2[CH:26]=[CH:27][C:28]([C:31]([O:33][CH3:34])=[O:32])=[CH:29][CH:30]=2)[CH2:17]1, predict the reactants needed to synthesize it. The reactants are: FC(F)(F)C([O-])=O.C(OC([NH:15][CH:16]1[CH2:21][CH2:20][CH2:19][N+:18]([CH2:35][CH2:36][CH2:37][C:38]2[CH:43]=[CH:42][C:41]([C:44]([O:46][CH3:47])=[O:45])=[CH:40][CH:39]=2)([CH2:22][CH2:23][CH2:24][C:25]2[CH:30]=[CH:29][C:28]([C:31]([O:33][CH3:34])=[O:32])=[CH:27][CH:26]=2)[CH2:17]1)=O)(C)(C)C.[ClH:48]. (8) Given the product [OH:28][CH:26]1[CH2:27][N:24]([C:20]2[N:21]=[CH:22][N:23]=[C:18]([N:16]3[C:4](=[O:15])[C:5]([N:10]4[CH:14]=[CH:13][N:12]=[N:11]4)=[CH:6][NH:7]3)[CH:19]=2)[CH2:25]1, predict the reactants needed to synthesize it. The reactants are: C(O[C:4](=[O:15])[C:5]([N:10]1[CH:14]=[CH:13][N:12]=[N:11]1)=[CH:6][N:7](C)C)C.[NH:16]([C:18]1[N:23]=[CH:22][N:21]=[C:20]([N:24]2[CH2:27][CH:26]([OH:28])[CH2:25]2)[CH:19]=1)N.C1COCC1.O.C1(C)C=CC(S(O)(=O)=O)=CC=1. (9) The reactants are: C1(C(C2C=CC=CC=2)([C@H]2CCCN2)O)C=CC=CC=1.O1CCCC1.B(OC)(OC)OC.[Br:32][C:33]1[C:38](=[O:39])[CH2:37][N:36]([C:40]([O:42][C:43]([CH3:46])([CH3:45])[CH3:44])=[O:41])[CH2:35][CH:34]=1. Given the product [Br:32][C:33]1[C@@H:38]([OH:39])[CH2:37][N:36]([C:40]([O:42][C:43]([CH3:46])([CH3:45])[CH3:44])=[O:41])[CH2:35][CH:34]=1, predict the reactants needed to synthesize it. (10) Given the product [Cl:17][C:16]1[C:11]([CH2:10][CH2:9][C:8]2[CH:36]=[CH:37][CH:38]=[CH:39][C:7]=2[C:4]2([C:1]([NH2:2])=[O:3])[CH2:5][CH2:6]2)=[N:12][C:13]([NH:18][C:19]2[CH:20]=[N:21][N:22]([CH:24]3[CH2:28][CH2:27][NH:26][CH2:25]3)[CH:23]=2)=[N:14][CH:15]=1, predict the reactants needed to synthesize it. The reactants are: [C:1]([C:4]1([C:7]2[CH:39]=[CH:38][CH:37]=[CH:36][C:8]=2[CH2:9][CH2:10][C:11]2[C:16]([Cl:17])=[CH:15][N:14]=[C:13]([NH:18][C:19]3[CH:20]=[N:21][N:22]([CH:24]4[CH2:28][CH2:27][N:26](C(OC(C)(C)C)=O)[CH2:25]4)[CH:23]=3)[N:12]=2)[CH2:6][CH2:5]1)(=[O:3])[NH2:2].Cl.